From a dataset of Full USPTO retrosynthesis dataset with 1.9M reactions from patents (1976-2016). Predict the reactants needed to synthesize the given product. (1) Given the product [C:1]([C:3]1[CH:20]=[CH:19][C:6]([CH:7]2[C:25]3[C:26](=[O:31])[NH:27][CH:28]=[C:29]([CH3:30])[C:24]=3[NH:23][C:16]([CH3:17])=[C:8]2[C:9]([O:11][CH2:12][CH2:13][C:14]#[N:15])=[O:10])=[C:5]([O:21][CH3:22])[CH:4]=1)#[N:2], predict the reactants needed to synthesize it. The reactants are: [C:1]([C:3]1[CH:20]=[CH:19][C:6]([CH:7]=[C:8]([C:16](=O)[CH3:17])[C:9]([O:11][CH2:12][CH2:13][C:14]#[N:15])=[O:10])=[C:5]([O:21][CH3:22])[CH:4]=1)#[N:2].[NH2:23][C:24]1[C:29]([CH3:30])=[CH:28][NH:27][C:26](=[O:31])[CH:25]=1. (2) The reactants are: [C:1]([O:4][C@@H:5]1[C@@H:12]([O:13][C:14](=[O:16])[CH3:15])[C@H:11]([O:17][C:18](=[O:20])[CH3:19])[C@@H:10]([CH2:21][N:22]=[N+:23]=[N-:24])[O:9][C@@H:6]1OC)(=[O:3])[CH3:2].S(=O)(=O)(O)O.[C:30]([OH:33])(=[O:32])[CH3:31]. Given the product [C:30]([O:33][C@H:6]1[O:9][C@H:10]([CH2:21][N:22]=[N+:23]=[N-:24])[C@@H:11]([O:17][C:18](=[O:20])[CH3:19])[C@H:12]([O:13][C:14](=[O:16])[CH3:15])[C@H:5]1[O:4][C:1](=[O:3])[CH3:2])(=[O:32])[CH3:31], predict the reactants needed to synthesize it.